Dataset: Peptide-MHC class I binding affinity with 185,985 pairs from IEDB/IMGT. Task: Regression. Given a peptide amino acid sequence and an MHC pseudo amino acid sequence, predict their binding affinity value. This is MHC class I binding data. The peptide sequence is EHGIVIRAF. The MHC is HLA-A26:01 with pseudo-sequence HLA-A26:01. The binding affinity (normalized) is 0.0847.